From a dataset of TCR-epitope binding with 47,182 pairs between 192 epitopes and 23,139 TCRs. Binary Classification. Given a T-cell receptor sequence (or CDR3 region) and an epitope sequence, predict whether binding occurs between them. The TCR CDR3 sequence is CASSQPGLAEEQYF. Result: 1 (the TCR binds to the epitope). The epitope is KPLEFGATSAAL.